This data is from Full USPTO retrosynthesis dataset with 1.9M reactions from patents (1976-2016). The task is: Predict the reactants needed to synthesize the given product. (1) Given the product [C:1]([C:5]1[N:6]=[C:7]([NH:26][CH2:25][CH2:24][O:23][C:20]2[CH:21]=[CH:22][C:17]([CH3:27])=[CH:18][CH:19]=2)[C:8]2[N:9]([C:11](=[O:14])[NH:12][N:13]=2)[CH:10]=1)([CH3:4])([CH3:3])[CH3:2], predict the reactants needed to synthesize it. The reactants are: [C:1]([C:5]1[N:6]=[C:7](Cl)[C:8]2[N:9]([C:11](=[O:14])[NH:12][N:13]=2)[CH:10]=1)([CH3:4])([CH3:3])[CH3:2].Cl.[C:17]1([CH3:27])[CH:22]=[CH:21][C:20]([O:23][CH2:24][CH2:25][NH2:26])=[CH:19][CH:18]=1. (2) The reactants are: O=O.[C:3]([O:7][C:8]([N:10]1[CH2:15][CH2:14][C:13]([C:16]2[C:24]3[C:19](=[CH:20][CH:21]=[CH:22][CH:23]=3)[NH:18][CH:17]=2)=[C:12]([C:25]([OH:27])=[O:26])[CH2:11]1)=[O:9])([CH3:6])([CH3:5])[CH3:4].C(N(CC)CC)C.[H][H]. Given the product [C:3]([O:7][C:8]([N:10]1[CH2:15][CH2:14][CH:13]([C:16]2[C:24]3[C:19](=[CH:20][CH:21]=[CH:22][CH:23]=3)[NH:18][CH:17]=2)[CH:12]([C:25]([OH:27])=[O:26])[CH2:11]1)=[O:9])([CH3:6])([CH3:4])[CH3:5], predict the reactants needed to synthesize it. (3) The reactants are: [NH2:1][C:2]1[C:10]2[C:5](=[N:6][C:7]([N:15]3[CH2:20][CH2:19][CH:18]([NH:21][CH2:22][CH:23]([C:25]4[CH:30]=[CH:29][C:28](Br)=[CH:27][N:26]=4)[OH:24])[CH2:17][CH2:16]3)=[CH:8][C:9]=2[C:11]([F:14])([F:13])[F:12])[S:4][C:3]=1[C:32]([NH2:34])=[O:33].B1(B2OC(C)(C)C(C)(C)O2)OC(C)(C)C(C)(C)O1.C([O-])(=O)C.[K+].N#N.Br[C:61]1[CH:69]=[C:68]2[C:64]([CH2:65][C:66](=[O:70])[NH:67]2)=[CH:63][CH:62]=1.C(=O)([O-])[O-].[K+].[K+]. Given the product [NH2:1][C:2]1[C:10]2[C:5](=[N:6][C:7]([N:15]3[CH2:20][CH2:19][CH:18]([NH:21][CH2:22][CH:23]([OH:24])[C:25]4[CH:30]=[CH:29][C:28]([C:61]5[CH:69]=[C:68]6[C:64]([CH2:65][C:66](=[O:70])[NH:67]6)=[CH:63][CH:62]=5)=[CH:27][N:26]=4)[CH2:17][CH2:16]3)=[CH:8][C:9]=2[C:11]([F:14])([F:13])[F:12])[S:4][C:3]=1[C:32]([NH2:34])=[O:33], predict the reactants needed to synthesize it. (4) Given the product [Br:1][CH2:2][C:3]([C:5]1[CH:10]=[CH:9][C:8]([NH:25][C:26](=[O:29])[O:27][CH3:28])=[CH:7][C:6]=1[O:11][CH2:12][CH2:13][CH:14]=[CH2:15])=[O:4], predict the reactants needed to synthesize it. The reactants are: [Br:1][CH2:2][C:3]([C:5]1[CH:10]=[CH:9][CH:8]=[CH:7][C:6]=1[O:11][CH2:12][CH2:13][CH:14]=[CH2:15])=[O:4].C(C1C=CC([NH:25][C:26](=[O:29])[O:27][CH3:28])=CC=1OCCC=C)(=O)C. (5) Given the product [Br:7][C:8]1[CH:13]=[CH:12][C:11]([C:18]2[CH:19]=[CH:20][C:21]([Si:24]([CH3:25])([CH3:27])[CH3:26])=[C:22]([F:23])[C:17]=2[F:16])=[C:10]([F:15])[CH:9]=1, predict the reactants needed to synthesize it. The reactants are: C([O-])([O-])=O.[K+].[K+].[Br:7][C:8]1[CH:13]=[CH:12][C:11](I)=[C:10]([F:15])[CH:9]=1.[F:16][C:17]1[C:22]([F:23])=[C:21]([Si:24]([CH3:27])([CH3:26])[CH3:25])[CH:20]=[CH:19][C:18]=1B1OCC(C)(C)CO1. (6) Given the product [F:16][C:17]1[CH:18]=[C:19]([S:8][CH:5]2[CH2:6][CH2:7][N:2]([CH3:1])[CH2:3][CH2:4]2)[CH:20]=[C:21]([N+:23]([O-:25])=[O:24])[CH:22]=1, predict the reactants needed to synthesize it. The reactants are: [CH3:1][N:2]1[CH2:7][CH2:6][CH:5]([SH:8])[CH2:4][CH2:3]1.CN(C)C=O.[H-].[Na+].[F:16][C:17]1[CH:22]=[C:21]([N+:23]([O-:25])=[O:24])[CH:20]=[C:19](F)[CH:18]=1. (7) The reactants are: CCO.[C:4]([O:8][C:9]([NH:11][C@@H:12]([CH2:16][C:17]1[CH:22]=[CH:21][C:20](B2OC(C)(C)C(C)(C)O2)=[CH:19][CH:18]=1)[C:13]([OH:15])=[O:14])=[O:10])([CH3:7])([CH3:6])[CH3:5].[NH2:32][C:33]1[N:38]=[C:37](Cl)[CH:36]=[C:35]([Cl:40])[N:34]=1.C(=O)=O. Given the product [NH2:32][C:33]1[N:38]=[C:37]([C:20]2[CH:19]=[CH:18][C:17]([CH2:16][C@H:12]([NH:11][C:9]([O:8][C:4]([CH3:5])([CH3:6])[CH3:7])=[O:10])[C:13]([OH:15])=[O:14])=[CH:22][CH:21]=2)[CH:36]=[C:35]([Cl:40])[N:34]=1, predict the reactants needed to synthesize it.